Dataset: Reaction yield outcomes from USPTO patents with 853,638 reactions. Task: Predict the reaction yield, written as a fraction of the theoretical maximum amount of product (1.0 means a 100% yield; for example, 0.34 means a 34% yield). The reactants are [ClH:1].[CH3:2][C:3]1([C:16]([O:18][CH3:19])=[O:17])[CH2:8][CH2:7][N:6](C(OC(C)(C)C)=O)[CH2:5][CH2:4]1. The catalyst is O1CCOCC1. The product is [ClH:1].[CH3:2][C:3]1([C:16]([O:18][CH3:19])=[O:17])[CH2:8][CH2:7][NH:6][CH2:5][CH2:4]1. The yield is 0.960.